This data is from Forward reaction prediction with 1.9M reactions from USPTO patents (1976-2016). The task is: Predict the product of the given reaction. (1) The product is: [F:10][C:8]1[CH:7]=[CH:6][C:5]([S:11][C:12]2[CH:20]=[C:19]([S:21]([CH3:24])(=[O:22])=[O:23])[CH:18]=[CH:17][C:13]=2[CH2:14][OH:15])=[C:4]([CH2:1][OH:2])[CH:9]=1. Given the reactants [C:1]([C:4]1[CH:9]=[C:8]([F:10])[CH:7]=[CH:6][C:5]=1[S:11][C:12]1[CH:20]=[C:19]([S:21]([CH3:24])(=[O:23])=[O:22])[CH:18]=[CH:17][C:13]=1[C:14](O)=[O:15])(O)=[O:2].C(C1C=CC=C([N+]([O-])=O)C=1SC1C=CC(F)=CC=1C(O)=O)(O)=O.B, predict the reaction product. (2) Given the reactants C(O)(=O)C(O)=[O:3].C([O:15][CH2:16][CH2:17][CH2:18][N:19]1[C:27]2[C:22](=[CH:23][C:24]([CH2:30][C@H:31]([NH:33][CH2:34][CH2:35][O:36][C:37]3[CH:42]=[CH:41][CH:40]=[CH:39][C:38]=3[O:43][CH2:44][C:45]([F:48])([F:47])[F:46])[CH3:32])=[CH:25][C:26]=2[C:28]#[N:29])[CH2:21][CH2:20]1)(=O)C1C=CC=CC=1.[OH-].[K+:50].O, predict the reaction product. The product is: [OH-:3].[K+:50].[OH:15][CH2:16][CH2:17][CH2:18][N:19]1[C:27]2[C:22](=[CH:23][C:24]([CH2:30][C@H:31]([NH:33][CH2:34][CH2:35][O:36][C:37]3[CH:42]=[CH:41][CH:40]=[CH:39][C:38]=3[O:43][CH2:44][C:45]([F:48])([F:46])[F:47])[CH3:32])=[CH:25][C:26]=2[C:28]#[N:29])[CH2:21][CH2:20]1. (3) Given the reactants [F:1][CH:2]([F:17])[CH2:3][NH:4][CH:5]1[CH2:11][CH2:10][C:9]2[CH:12]=[C:13]([NH2:16])[CH:14]=[CH:15][C:8]=2[CH2:7][CH2:6]1.Cl[C:19]1[N:24]=[C:23]([NH:25][C@@H:26]2[CH2:31][CH2:30][CH2:29][CH2:28][C@H:27]2[NH:32][S:33]([CH3:36])(=[O:35])=[O:34])[C:22]([Cl:37])=[CH:21][N:20]=1, predict the reaction product. The product is: [Cl:37][C:22]1[C:23]([NH:25][C@@H:26]2[CH2:31][CH2:30][CH2:29][CH2:28][C@H:27]2[NH:32][S:33]([CH3:36])(=[O:35])=[O:34])=[N:24][C:19]([NH:16][C:13]2[CH:14]=[CH:15][C:8]3[CH2:7][CH2:6][CH:5]([NH:4][CH2:3][CH:2]([F:17])[F:1])[CH2:11][CH2:10][C:9]=3[CH:12]=2)=[N:20][CH:21]=1.